Task: Predict the product of the given reaction.. Dataset: Forward reaction prediction with 1.9M reactions from USPTO patents (1976-2016) Given the reactants [ClH:1].[CH3:2][NH:3][C@@:4]12[C@@H:12]3[CH2:13][C@@H:9]([CH2:10][CH2:11]3)[C@:8]1([CH3:14])[CH2:7][CH2:6][CH2:5]2.[C:15](=O)([O-])[O-].[K+].[K+].IC, predict the reaction product. The product is: [ClH:1].[CH3:2][N:3]([CH3:15])[C@@:4]12[C@@H:12]3[CH2:13][C@@H:9]([CH2:10][CH2:11]3)[C@:8]1([CH3:14])[CH2:7][CH2:6][CH2:5]2.